From a dataset of Reaction yield outcomes from USPTO patents with 853,638 reactions. Predict the reaction yield, written as a fraction of the theoretical maximum amount of product (1.0 means a 100% yield; for example, 0.34 means a 34% yield). (1) The reactants are C([N:8]1[C:13]([CH3:15])([CH3:14])[CH2:12][N:11]([CH2:16][C:17]2[CH:22]=[C:21]([C:23]3[CH:28]=[CH:27][C:26]([OH:29])=[CH:25][CH:24]=3)[N:20]=[C:19]3[N:30]([CH:34]4[CH2:39][CH2:38][CH2:37][CH2:36][O:35]4)[N:31]=[C:32]([CH3:33])[C:18]=23)[C:10]([CH3:41])([CH3:40])[CH2:9]1)C1C=CC=CC=1. The catalyst is CO. The product is [CH3:33][C:32]1[C:18]2[C:19](=[N:20][C:21]([C:23]3[CH:24]=[CH:25][C:26]([OH:29])=[CH:27][CH:28]=3)=[CH:22][C:17]=2[CH2:16][N:11]2[CH2:12][C:13]([CH3:14])([CH3:15])[NH:8][CH2:9][C:10]2([CH3:41])[CH3:40])[N:30]([CH:34]2[CH2:39][CH2:38][CH2:37][CH2:36][O:35]2)[N:31]=1. The yield is 0.720. (2) The reactants are [N+:1]([C:4]1[CH:5]=[C:6]([CH:9]=[CH:10][CH:11]=1)[CH:7]=[CH2:8])([O-:3])=[O:2].CC1(C)O[C@H]2[C@@H]3OC(C)(C)O[C@]3(C(O)=O)O[C@H]2C[O:14]1.O.OO.NC(N)=O. The catalyst is ClCCl. The product is [N+:1]([C:4]1[CH:5]=[C:6]([CH:7]2[CH2:8][O:14]2)[CH:9]=[CH:10][CH:11]=1)([O-:3])=[O:2]. The yield is 0.750. (3) The product is [CH3:12][C@H:13]1[NH:14][CH2:15][CH2:16][N:17]([C:8]2[CH:9]=[CH:10][C:5]([S:2]([CH3:1])(=[O:4])=[O:3])=[CH:6][CH:7]=2)[CH2:18]1. The catalyst is CN(C=O)C. The reactants are [CH3:1][S:2]([C:5]1[CH:10]=[CH:9][C:8](F)=[CH:7][CH:6]=1)(=[O:4])=[O:3].[CH3:12][C@@H:13]1[CH2:18][NH:17][CH2:16][CH2:15][NH:14]1.C([O-])([O-])=O.[K+].[K+]. The yield is 0.470. (4) The reactants are [C:1]([O:4][C@@H:5]1[C@@H:10]([O:11][C:12](=[O:14])[CH3:13])[C@H:9]([O:15][C:16](=[O:18])[CH3:17])[C@@H:8]([O:19]/[C:20](/[C:29]([O:31][CH2:32]C)=[O:30])=[CH:21]\[C:22]2[CH:27]=[CH:26][CH:25]=[CH:24][C:23]=2F)[O:7][C@H:6]1[CH2:34][O:35][C:36](=[O:38])[CH3:37])(=[O:3])[CH3:2].[Br:39]C1C=CC(CC(=O)C(OC)=O)=CC=1.[H-].[Na+].[Br-].C(O[C@@H]1[C@@H](OC(=O)C)[C@@H](OC(=O)C)[C@@H](COC(=O)C)O[C@@H]1O)(=O)C. No catalyst specified. The product is [C:1]([O:4][C@H:5]1[C@@H:10]([O:11][C:12](=[O:14])[CH3:13])[C@H:9]([O:15][C:16](=[O:18])[CH3:17])[C@@H:8]([O:19]/[C:20](/[C:29]([O:31][CH3:32])=[O:30])=[CH:21]\[C:22]2[CH:27]=[CH:26][C:25]([Br:39])=[CH:24][CH:23]=2)[O:7][C@H:6]1[CH2:34][O:35][C:36](=[O:38])[CH3:37])(=[O:3])[CH3:2]. The yield is 0.110. (5) The reactants are C[O:2][C:3]1[N:8]=[CH:7][C:6]([CH2:9][C:10]2[C:11](=[O:18])[N:12]=[C:13]([S:16][CH3:17])[NH:14][CH:15]=2)=[CH:5][N:4]=1.B(Br)(Br)Br. The catalyst is O. The product is [CH3:17][S:16][C:13]1[NH:14][CH:15]=[C:10]([CH2:9][C:6]2[CH:5]=[N:4][C:3](=[O:2])[NH:8][CH:7]=2)[C:11](=[O:18])[N:12]=1. The yield is 0.260. (6) The product is [OH:11][CH2:10][CH2:9][CH2:8][C:5]1[CH:4]=[CH:3][C:2]([O:1][CH2:13][CH2:14][CH2:15][CH2:16][CH2:17][CH2:18][O:1][C:2]2[CH:7]=[CH:6][C:5]([CH2:8][CH2:9][CH2:22][OH:25])=[CH:4][CH:3]=2)=[CH:7][CH:6]=1. The reactants are [OH:1][C:2]1[CH:7]=[CH:6][C:5]([CH2:8][CH2:9][CH2:10][OH:11])=[CH:4][CH:3]=1.I[CH2:13][CH2:14][CH2:15][CH2:16][CH2:17][CH2:18]I.N#N.[C:22](=[O:25])([O-])[O-].[K+].[K+]. The yield is 0.650. The catalyst is CS(C)=O. (7) The reactants are [BH4-].[Na+].[CH3:3][C:4]1[CH:9]=[C:8]([C:10]([N:12]2[CH2:21][C:20]3[CH:19]=[N:18][N:17]([CH3:22])[C:16]=3[NH:15][C:14]3[CH:23]=[CH:24][CH:25]=[CH:26][C:13]2=3)=[O:11])[CH:7]=[CH:6][C:5]=1[CH2:27][CH2:28][C:29]([N:31]1[CH2:36][CH2:35][CH:34]([CH:37]=[O:38])[CH2:33][CH2:32]1)=[O:30].Cl. The catalyst is CO. The product is [OH:38][CH2:37][CH:34]1[CH2:35][CH2:36][N:31]([C:29](=[O:30])[CH2:28][CH2:27][C:5]2[CH:6]=[CH:7][C:8]([C:10]([N:12]3[CH2:21][C:20]4[CH:19]=[N:18][N:17]([CH3:22])[C:16]=4[NH:15][C:14]4[CH:23]=[CH:24][CH:25]=[CH:26][C:13]3=4)=[O:11])=[CH:9][C:4]=2[CH3:3])[CH2:32][CH2:33]1. The yield is 0.380.